From a dataset of Forward reaction prediction with 1.9M reactions from USPTO patents (1976-2016). Predict the product of the given reaction. Given the reactants Br[CH2:2][CH2:3][Si:4]([CH2:7][CH2:8]Br)([CH3:6])[CH3:5].[NH2:10][C:11]1[CH:23]=[CH:22][C:14]([C:15]([O:17][C:18]([CH3:21])([CH3:20])[CH3:19])=[O:16])=[CH:13][CH:12]=1.[OH-].[Na+], predict the reaction product. The product is: [CH3:5][Si:4]1([CH3:6])[CH2:7][CH2:8][N:10]([C:11]2[CH:23]=[CH:22][C:14]([C:15]([O:17][C:18]([CH3:19])([CH3:20])[CH3:21])=[O:16])=[CH:13][CH:12]=2)[CH2:2][CH2:3]1.